This data is from Full USPTO retrosynthesis dataset with 1.9M reactions from patents (1976-2016). The task is: Predict the reactants needed to synthesize the given product. (1) Given the product [Cl:29][C:26]1[CH:25]=[CH:24][C:23]([CH2:22][C@@H:2]([NH:1][C:52]([C@@H:49]2[CH2:50][CH2:51][C@H:47]([NH:46][C:39]([O:41][C:42]([CH3:45])([CH3:44])[CH3:43])=[O:40])[CH2:48]2)=[O:53])[C:3]([N:5]2[CH2:10][CH2:9][CH:8]([C:11]3[CH:16]=[CH:15][CH:14]=[CH:13][C:12]=3[NH:17][S:18]([CH3:21])(=[O:19])=[O:20])[CH2:7][CH2:6]2)=[O:4])=[CH:28][CH:27]=1, predict the reactants needed to synthesize it. The reactants are: [NH2:1][C@H:2]([CH2:22][C:23]1[CH:28]=[CH:27][C:26]([Cl:29])=[CH:25][CH:24]=1)[C:3]([N:5]1[CH2:10][CH2:9][CH:8]([C:11]2[CH:16]=[CH:15][CH:14]=[CH:13][C:12]=2[NH:17][S:18]([CH3:21])(=[O:20])=[O:19])[CH2:7][CH2:6]1)=[O:4].CCN(C(C)C)C(C)C.[C:39]([NH:46][C@@H:47]1[CH2:51][CH2:50][C@H:49]([C:52](O)=[O:53])[CH2:48]1)([O:41][C:42]([CH3:45])([CH3:44])[CH3:43])=[O:40].C1C=NC2N(O)N=NC=2C=1.C(Cl)CCl. (2) Given the product [S:11]1[C:10]2[C:9]3[CH:30]=[C:5]([C:3]([OH:4])=[O:2])[CH:6]=[CH:7][C:8]=3[O:17][CH2:16][CH2:15][C:14]=2[CH:13]=[CH:12]1, predict the reactants needed to synthesize it. The reactants are: C[O:2][C:3]([C:5]1[CH:6]=[CH:7][C:8]2[O:17][CH2:16][CH2:15][C:14]3[CH:13]=[C:12](C(=O)N(C4C=CC(Cl)=CC=4Cl)C)[S:11][C:10]=3[C:9]=2[CH:30]=1)=[O:4].[OH-].[Na+].Cl.